From a dataset of Full USPTO retrosynthesis dataset with 1.9M reactions from patents (1976-2016). Predict the reactants needed to synthesize the given product. (1) Given the product [Cl:1][C:2]1[C:11]([C:12]2([C:13]#[N:14])[CH2:20][CH2:19][CH2:18]2)=[CH:10][CH:9]=[CH:8][C:3]=1[C:4]([O:6][CH3:7])=[O:5], predict the reactants needed to synthesize it. The reactants are: [Cl:1][C:2]1[C:11]([CH2:12][C:13]#[N:14])=[CH:10][CH:9]=[CH:8][C:3]=1[C:4]([O:6][CH3:7])=[O:5].[H-].[Na+].Br[CH2:18][CH2:19][CH2:20]Br.O. (2) Given the product [CH3:1][O:2][C:3](=[O:23])[CH2:4][O:5][C:6]1[CH:11]=[CH:10][C:9]([CH2:12][CH2:13][CH2:14][N:38]2[CH2:39][CH2:40][N:35]([C:31]3[CH:30]=[CH:29][CH:28]=[C:27]4[C:32]=3[CH:33]=[CH:34][C:25]([CH3:24])=[N:26]4)[CH2:36][CH2:37]2)=[CH:8][C:7]=1[N+:20]([O-:22])=[O:21], predict the reactants needed to synthesize it. The reactants are: [CH3:1][O:2][C:3](=[O:23])[CH2:4][O:5][C:6]1[CH:11]=[CH:10][C:9]([CH2:12][CH2:13][CH2:14]OS(C)(=O)=O)=[CH:8][C:7]=1[N+:20]([O-:22])=[O:21].[CH3:24][C:25]1[CH:34]=[CH:33][C:32]2[C:27](=[CH:28][CH:29]=[CH:30][C:31]=2[N:35]2[CH2:40][CH2:39][NH:38][CH2:37][CH2:36]2)[N:26]=1.C(=O)([O-])[O-].[K+].[K+].[I-].[Na+]. (3) Given the product [CH:1]([C:3]1[S:7][C:6]([C:8]([O:10][C@H:19]([C:21]2[CH:26]=[CH:25][C:24]([O:27][CH3:28])=[C:23]([O:29][CH3:30])[CH:22]=2)[CH2:18][C:17]2[C:16]([Cl:31])=[CH:15][N+:14]([O-:32])=[CH:13][C:12]=2[Cl:11])=[O:9])=[CH:5][CH:4]=1)=[O:2], predict the reactants needed to synthesize it. The reactants are: [CH:1]([C:3]1[S:7][C:6]([C:8]([OH:10])=[O:9])=[CH:5][CH:4]=1)=[O:2].[Cl:11][C:12]1[CH:13]=[N+:14]([O-:32])[CH:15]=[C:16]([Cl:31])[C:17]=1[CH2:18][C@@H:19]([C:21]1[CH:26]=[CH:25][C:24]([O:27][CH3:28])=[C:23]([O:29][CH3:30])[CH:22]=1)O.Cl.CN(C)CCCN=C=NCC. (4) The reactants are: [OH:1][C:2]1[CH:3]=[C:4]2[C:9](=[CH:10][CH:11]=1)[C:8](=[O:12])[CH2:7][CH2:6][CH2:5]2.[O:13](S(C(F)(F)F)(=O)=O)[S:14]([C:17]([F:20])([F:19])[F:18])(=O)=[O:15]. Given the product [O:12]=[C:8]1[CH2:7][CH2:6][CH2:5][C:4]2[CH:3]=[C:2]([O:1][S:14]([C:17]([F:20])([F:19])[F:18])(=[O:15])=[O:13])[CH:11]=[CH:10][C:9]1=2, predict the reactants needed to synthesize it.